From a dataset of Full USPTO retrosynthesis dataset with 1.9M reactions from patents (1976-2016). Predict the reactants needed to synthesize the given product. (1) The reactants are: Cl[Si](Cl)(Cl)Cl.[Cl:6][C:7]1[N:12]=[C:11]([NH:13][C:14](=O)[CH3:15])[CH:10]=[CH:9][N:8]=1.[N-:17]=[N+:18]=[N-:19].[Na+].CCOC(C)=O. Given the product [Cl:6][C:7]1[N:12]=[C:11]([N:13]2[C:14]([CH3:15])=[N:19][N:18]=[N:17]2)[CH:10]=[CH:9][N:8]=1, predict the reactants needed to synthesize it. (2) The reactants are: Br[C:2]1[CH:3]=[C:4]2[C:8](=[CH:9][CH:10]=1)[NH:7][N:6]=[C:5]2C.C[C:13]([O-:15])=[O:14].[Na+].[CH3:17]N(C=O)C.C(O)(=O)CC(CC(O)=O)(C(O)=O)O. Given the product [CH3:17][O:15][C:13]([C:2]1[CH:3]=[C:4]2[C:8](=[CH:9][CH:10]=1)[NH:7][N:6]=[CH:5]2)=[O:14], predict the reactants needed to synthesize it. (3) Given the product [CH3:46][C:25]1[O:24][C:23]([C:19]2[CH:20]=[CH:21][CH:22]=[C:17]([CH:1]=[CH2:2])[CH:18]=2)=[N:27][C:26]=1[CH2:28][CH2:29][O:30][C:31]1[CH:32]=[C:33]2[C:37](=[CH:38][CH:39]=1)[C@H:36]([CH2:40][C:41]([O:43][CH2:44][CH3:45])=[O:42])[CH2:35][CH2:34]2, predict the reactants needed to synthesize it. The reactants are: [CH:1]([Sn](CCCC)(CCCC)CCCC)=[CH2:2].Br[C:17]1[CH:18]=[C:19]([C:23]2[O:24][C:25]([CH3:46])=[C:26]([CH2:28][CH2:29][O:30][C:31]3[CH:32]=[C:33]4[C:37](=[CH:38][CH:39]=3)[C@H:36]([CH2:40][C:41]([O:43][CH2:44][CH3:45])=[O:42])[CH2:35][CH2:34]4)[N:27]=2)[CH:20]=[CH:21][CH:22]=1.ClCCl.